Dataset: Full USPTO retrosynthesis dataset with 1.9M reactions from patents (1976-2016). Task: Predict the reactants needed to synthesize the given product. (1) Given the product [CH3:1][C:2]1[CH:3]=[C:4]([C:8]2[CH:9]=[C:10]([C:11]([F:14])([F:13])[F:12])[N:19]3[CH:20]=[N:21][C:22]([C:23]#[N:24])=[C:18]3[N:17]=2)[CH:5]=[CH:6][CH:7]=1, predict the reactants needed to synthesize it. The reactants are: [CH3:1][C:2]1[CH:3]=[C:4]([C:8](=O)[CH2:9][C:10](=O)[C:11]([F:14])([F:13])[F:12])[CH:5]=[CH:6][CH:7]=1.[NH2:17][C:18]1[N:19]=[CH:20][NH:21][C:22]=1[C:23]#[N:24]. (2) The reactants are: CC1[N:3]([C:8]2[CH:13]=[CH:12][CH:11]=[C:10]([C:14]3[CH:19]=[CH:18][C:17]([CH2:20][CH2:21][Cl:22])=[CH:16][CH:15]=3)[N:9]=2)C(C)=CC=1.C(O)C.Cl.NO. Given the product [ClH:22].[Cl:22][CH2:21][CH2:20][C:17]1[CH:16]=[CH:15][C:14]([C:10]2[N:9]=[C:8]([NH2:3])[CH:13]=[CH:12][CH:11]=2)=[CH:19][CH:18]=1, predict the reactants needed to synthesize it. (3) Given the product [Br:18][C:19]1[CH:20]=[CH:21][C:22]2[C:28]3[N:29]([CH:2]4[CH2:3][CH2:4][CH2:5][CH2:6][O:1]4)[N:30]=[C:31]([C:32]([O:34][CH2:35][CH3:36])=[O:33])[C:27]=3[CH2:26][O:25][C:23]=2[CH:24]=1, predict the reactants needed to synthesize it. The reactants are: [O:1]1[CH:6]=[CH:5][CH2:4][CH2:3][CH2:2]1.CC1C=CC(S(O)(=O)=O)=CC=1.[Br:18][C:19]1[CH:20]=[CH:21][C:22]2[C:28]3[NH:29][N:30]=[C:31]([C:32]([O:34][CH2:35][CH3:36])=[O:33])[C:27]=3[CH2:26][O:25][C:23]=2[CH:24]=1. (4) Given the product [OH:11][CH2:12][CH:8]([O:7][CH:2]1[CH2:3][CH2:4][CH2:5][CH2:6][O:1]1)[CH2:9][C:10]1([OH:13])[CH2:15][CH2:14]1, predict the reactants needed to synthesize it. The reactants are: [O:1]1[CH2:6][CH2:5][CH2:4][CH2:3][CH:2]1[O:7][CH:8]1[CH2:12][O:11][C:10](=[O:13])[CH2:9]1.[CH3:14][CH2:15][Mg+].[Br-]. (5) Given the product [Cl:12][C:13]1[CH:14]=[N:15][CH:16]=[C:17]([Cl:34])[C:18]=1[NH:19][C:20]1[C:29]2[C:24](=[C:25]([O:32][CH2:2][C:3]3[CH:8]=[CH:7][CH:6]=[C:5]([N+:9]([O-:11])=[O:10])[CH:4]=3)[C:26]([O:30][CH3:31])=[CH:27][CH:28]=2)[O:23][C:22](=[O:33])[CH:21]=1, predict the reactants needed to synthesize it. The reactants are: Br[CH2:2][C:3]1[CH:8]=[CH:7][CH:6]=[C:5]([N+:9]([O-:11])=[O:10])[CH:4]=1.[Cl:12][C:13]1[CH:14]=[N:15][CH:16]=[C:17]([Cl:34])[C:18]=1[NH:19][C:20]1[C:29]2[C:24](=[C:25]([OH:32])[C:26]([O:30][CH3:31])=[CH:27][CH:28]=2)[O:23][C:22](=[O:33])[CH:21]=1.